From a dataset of Forward reaction prediction with 1.9M reactions from USPTO patents (1976-2016). Predict the product of the given reaction. (1) The product is: [CH3:14][O:13][C:11](=[O:12])[CH2:2][S:1][CH2:6][CH2:5][CH2:4][SH:3]. Given the reactants [S:1]1[CH2:6][CH2:5][CH2:4][S:3][CH2:2]1.[H-].[Na+].BrC[C:11]([O:13][CH3:14])=[O:12], predict the reaction product. (2) Given the reactants [Cl:1][C:2]1[CH:7]=[CH:6][C:5]([NH:8][C:9](=[O:15])[O:10][C:11]([CH3:14])([CH3:13])[CH3:12])=[CH:4][CH:3]=1.C([Li])(CC)C.[CH2:21]([O:23][C:24]1[C:31]([O:32][CH2:33][CH3:34])=[CH:30][CH:29]=[CH:28][C:25]=1[CH:26]=[O:27])[CH3:22].[Cl-].[NH4+], predict the reaction product. The product is: [Cl:1][C:2]1[CH:3]=[CH:4][C:5]([NH:8][C:9](=[O:15])[O:10][C:11]([CH3:12])([CH3:14])[CH3:13])=[C:6]([CH:26]([C:25]2[CH:28]=[CH:29][CH:30]=[C:31]([O:32][CH2:33][CH3:34])[C:24]=2[O:23][CH2:21][CH3:22])[OH:27])[CH:7]=1.